From a dataset of Reaction yield outcomes from USPTO patents with 853,638 reactions. Predict the reaction yield, written as a fraction of the theoretical maximum amount of product (1.0 means a 100% yield; for example, 0.34 means a 34% yield). (1) The reactants are [CH3:1][C:2]1[C:7]([CH3:8])=[CH:6][C:5]([CH3:9])=[CH:4][C:3]=1[OH:10].C[O:12][CH:13](Cl)Cl.[Cl-].[NH4+]. The catalyst is ClCCl.[Ti](Cl)(Cl)(Cl)Cl. The product is [OH:10][C:3]1[C:2]([CH3:1])=[C:7]([CH3:8])[CH:6]=[C:5]([CH3:9])[C:4]=1[CH:13]=[O:12]. The yield is 0.400. (2) The reactants are [Cl:1][C:2]1[CH:12]=[CH:11][C:10]([C:13]2[CH:17]=[CH:16][N:15]([CH3:18])[N:14]=2)=[CH:9][C:3]=1[C:4]([O:6]CC)=[O:5].C[O-].[Na+]. The catalyst is C(O)C. The product is [Cl:1][C:2]1[CH:12]=[CH:11][C:10]([C:13]2[CH:17]=[CH:16][N:15]([CH3:18])[N:14]=2)=[CH:9][C:3]=1[C:4]([OH:6])=[O:5]. The yield is 0.920. (3) The yield is 0.660. The reactants are C(C1C2C=C(C)C(CNC3C=CC(C(OCC)=O)=CC=3)=CC=2C(C)(C)CC=1)(C)C.[CH3:30][N:31]([C:43]1[C:52]([CH3:53])=[CH:51][C:50]2[C:49]([CH:54]([CH3:56])[CH3:55])=[CH:48][CH2:47][C:46]([CH3:58])([CH3:57])[C:45]=2[CH:44]=1)[C:32]1[CH:42]=[CH:41][C:35]([C:36]([O:38]CC)=[O:37])=[CH:34][CH:33]=1. No catalyst specified. The product is [CH3:30][N:31]([C:43]1[C:52]([CH3:53])=[CH:51][C:50]2[C:49]([CH:54]([CH3:55])[CH3:56])=[CH:48][CH2:47][C:46]([CH3:57])([CH3:58])[C:45]=2[CH:44]=1)[C:32]1[CH:33]=[CH:34][C:35]([C:36]([OH:38])=[O:37])=[CH:41][CH:42]=1. (4) The reactants are [C:1]([O:5][C:6](=[O:20])[C:7]1[CH:12]=[CH:11][CH:10]=[C:9]([C:13]2[C:18]([CH3:19])=[CH:17][CH:16]=[CH:15][N:14]=2)[CH:8]=1)([CH3:4])([CH3:3])[CH3:2].NC(N)=[O:23].OO.C1(=O)OC(=O)C2=CC=CC=C12.[O-]S([O-])=O.[Na+].[Na+].C([O-])([O-])=O.[Na+].[Na+]. The yield is 0.950. The catalyst is CCOC(C)=O.O. The product is [C:1]([O:5][C:6]([C:7]1[CH:8]=[C:9]([C:13]2[C:18]([CH3:19])=[CH:17][CH:16]=[CH:15][N+:14]=2[O-:23])[CH:10]=[CH:11][CH:12]=1)=[O:20])([CH3:4])([CH3:3])[CH3:2]. (5) The reactants are C[N:2]([C:20]1[C:21]([CH3:27])=[N:22][N:23]([CH3:26])[C:24]=1[CH3:25])[S:3]([C:6]1[CH:11]=[CH:10][C:9](C2C=CC=C(C=O)C=2)=[CH:8][CH:7]=1)(=[O:5])=[O:4].[N:28]1([C:34]2[CH:39]=[C:38](B3OC(C)(C)C(C)(C)O3)[CH:37]=[CH:36][N:35]=2)[CH2:33][CH2:32][NH:31][CH2:30][CH2:29]1.P([O-])([O-])([O-])=O.[K+].[K+].[K+].C(Cl)[Cl:58]. The catalyst is CN(C=O)C.O.C1C=CC(P(C2C=CC=CC=2)[C-]2C=CC=C2)=CC=1.C1C=CC(P(C2C=CC=CC=2)[C-]2C=CC=C2)=CC=1.Cl[Pd]Cl.[Fe+2]. The product is [Cl:58][C:11]1[CH:10]=[C:9]([C:38]2[CH:37]=[CH:36][N:35]=[C:34]([N:28]3[CH2:33][CH2:32][NH:31][CH2:30][CH2:29]3)[CH:39]=2)[CH:8]=[CH:7][C:6]=1[S:3]([NH:2][C:20]1[C:21]([CH3:27])=[N:22][N:23]([CH3:26])[C:24]=1[CH3:25])(=[O:4])=[O:5]. The yield is 0.680. (6) The reactants are CCN=C=NCCCN(C)C.C1C=CC2N(O)N=NC=2C=1.[Br:22][C:23]1[CH:28]=[CH:27][C:26]([NH:29][C:30]2[C:38]([C:39](O)=[O:40])=[C:37]3[N:33]([CH2:34][CH2:35][CH2:36]3)[C:32](=[O:42])[C:31]=2[Cl:43])=[C:25]([F:44])[CH:24]=1.[CH3:45][C:46]1([CH3:54])[O:50][CH:49]([CH2:51][O:52][NH2:53])[CH2:48][O:47]1. The catalyst is CN(C=O)C. The product is [CH3:45][C:46]1([CH3:54])[O:50][CH:49]([CH2:51][O:52][NH:53][C:39]([C:38]2[C:30]([NH:29][C:26]3[CH:27]=[CH:28][C:23]([Br:22])=[CH:24][C:25]=3[F:44])=[C:31]([Cl:43])[C:32](=[O:42])[N:33]3[C:37]=2[CH2:36][CH2:35][CH2:34]3)=[O:40])[CH2:48][O:47]1. The yield is 0.568.